Dataset: Forward reaction prediction with 1.9M reactions from USPTO patents (1976-2016). Task: Predict the product of the given reaction. (1) Given the reactants Br[CH2:2][C:3]1[C:4]([F:21])=[C:5]([O:10][C:11]2[C:12]([Cl:20])=[C:13]([CH:16]=[C:17]([Cl:19])[CH:18]=2)[C:14]#[N:15])[C:6]([Cl:9])=[CH:7][CH:8]=1.[N-:22]=[N+:23]=[N-:24].[Na+].O, predict the reaction product. The product is: [N:22]([CH2:2][C:3]1[C:4]([F:21])=[C:5]([O:10][C:11]2[C:12]([Cl:20])=[C:13]([CH:16]=[C:17]([Cl:19])[CH:18]=2)[C:14]#[N:15])[C:6]([Cl:9])=[CH:7][CH:8]=1)=[N+:23]=[N-:24]. (2) Given the reactants [Cl:1][C:2]1[C:3]2[CH:10]=[CH:9][N:8]([C@@H:11]3[O:24][C@H:23]([CH2:25][O:26][C:27](=[O:29])[CH3:28])[C@@H:17]([O:18][C:19](=[O:22])[CH2:20][CH3:21])[C@H:12]3[O:13][C:14](=[O:16])[CH3:15])[C:4]=2[N:5]=[CH:6][N:7]=1.[N+:30]([O-])([OH:32])=[O:31].OS(O)(=O)=O, predict the reaction product. The product is: [Cl:1][C:2]1[C:3]2[C:10]([N+:30]([O-:32])=[O:31])=[CH:9][N:8]([C@@H:11]3[O:24][C@H:23]([CH2:25][O:26][C:27](=[O:29])[CH3:28])[C@@H:17]([O:18][C:19](=[O:22])[CH2:20][CH3:21])[C@H:12]3[O:13][C:14](=[O:16])[CH3:15])[C:4]=2[N:5]=[CH:6][N:7]=1. (3) Given the reactants [CH:1]1([CH2:4][O:5][C:6]2[CH:7]=[CH:8][C:9]3[O:13][C:12]([CH:14]([NH:18][C:19]4[CH:20]=[CH:21][C:22]([C:25]([O:27]C)=[O:26])=[N:23][CH:24]=4)[CH:15]([CH3:17])[CH3:16])=[C:11]([CH3:29])[C:10]=3[CH:30]=2)[CH2:3][CH2:2]1.O1CCCC1.[OH-].[Na+], predict the reaction product. The product is: [CH:1]1([CH2:4][O:5][C:6]2[CH:7]=[CH:8][C:9]3[O:13][C:12]([CH:14]([NH:18][C:19]4[CH:20]=[CH:21][C:22]([C:25]([OH:27])=[O:26])=[N:23][CH:24]=4)[CH:15]([CH3:17])[CH3:16])=[C:11]([CH3:29])[C:10]=3[CH:30]=2)[CH2:3][CH2:2]1. (4) Given the reactants [ClH:1].C(OC([NH:9][CH2:10][C@H:11]1[CH2:16][CH2:15][C@H:14]([C:17]([NH:19][C@H:20]([C:52](=[O:65])[NH:53][C:54]2[CH:59]=[CH:58][C:57]([C:60]3[N:61]=[N:62][NH:63][N:64]=3)=[CH:56][CH:55]=2)[CH2:21][C:22]2[CH:27]=[CH:26][C:25]([C:28]3[C:33]([CH3:34])=[C:32]([F:35])[CH:31]=[C:30]([C:36]([NH:38][CH:39]4[CH2:44][CH2:43][N:42](C(OC(C)(C)C)=O)[CH2:41][CH2:40]4)=[O:37])[CH:29]=3)=[CH:24][CH:23]=2)=[O:18])[CH2:13][CH2:12]1)=O)(C)(C)C, predict the reaction product. The product is: [ClH:1].[NH2:9][CH2:10][C@H:11]1[CH2:12][CH2:13][C@H:14]([C:17]([NH:19][C@H:20]([C:52](=[O:65])[NH:53][C:54]2[CH:55]=[CH:56][C:57]([C:60]3[N:61]=[N:62][NH:63][N:64]=3)=[CH:58][CH:59]=2)[CH2:21][C:22]2[CH:27]=[CH:26][C:25]([C:28]3[C:33]([CH3:34])=[C:32]([F:35])[CH:31]=[C:30]([C:36]([NH:38][CH:39]4[CH2:40][CH2:41][NH:42][CH2:43][CH2:44]4)=[O:37])[CH:29]=3)=[CH:24][CH:23]=2)=[O:18])[CH2:15][CH2:16]1. (5) The product is: [CH:1]1([N:6]2[C:10]3[N:11]=[C:12]([NH:15][C:16]4[CH:21]=[CH:20][C:19]([N:22]5[C:29](=[O:30])[CH2:28][C@H:27]6[N:31]([CH3:37])[C@H:24]([CH2:25][CH2:26]6)[CH2:23]5)=[CH:18][N:17]=4)[N:13]=[CH:14][C:9]=3[CH:8]=[C:7]2[C:32]([N:34]([CH3:36])[CH3:35])=[O:33])[CH2:2][CH2:3][CH2:4][CH2:5]1. Given the reactants [CH:1]1([N:6]2[C:10]3[N:11]=[C:12]([NH:15][C:16]4[CH:21]=[CH:20][C:19]([N:22]5[C:29](=[O:30])[CH2:28][C@H:27]6[NH:31][C@H:24]([CH2:25][CH2:26]6)[CH2:23]5)=[CH:18][N:17]=4)[N:13]=[CH:14][C:9]=3[CH:8]=[C:7]2[C:32]([N:34]([CH3:36])[CH3:35])=[O:33])[CH2:5][CH2:4][CH2:3][CH2:2]1.[CH2:37]=O, predict the reaction product. (6) Given the reactants CS(O[CH2:6][CH2:7][O:8][C:9]1[CH:14]=[CH:13][C:12]([CH2:15][N:16]([C:31]([O:33][C:34]([CH3:37])([CH3:36])[CH3:35])=[O:32])[CH2:17][C@H:18]([OH:30])[C:19]2[C:27]3[S:26][C:25](=[O:28])[NH:24][C:23]=3[C:22]([OH:29])=[CH:21][CH:20]=2)=[CH:11][CH:10]=1)(=O)=O.FC(F)(F)C(O)=O.[F:45][C:46]([F:61])([F:60])[C:47]([N:49]1[CH2:54][C:53]2([CH2:59][CH2:58][NH:57][CH2:56][CH2:55]2)[O:52][CH2:51][CH2:50]1)=[O:48].C(N(CC)CC)C, predict the reaction product. The product is: [OH:30][C@H:18]([C:19]1[C:27]2[S:26][C:25](=[O:28])[NH:24][C:23]=2[C:22]([OH:29])=[CH:21][CH:20]=1)[CH2:17][N:16]([CH2:15][C:12]1[CH:11]=[CH:10][C:9]([O:8][CH2:7][CH2:6][N:57]2[CH2:58][CH2:59][C:53]3([O:52][CH2:51][CH2:50][N:49]([C:47](=[O:48])[C:46]([F:45])([F:60])[F:61])[CH2:54]3)[CH2:55][CH2:56]2)=[CH:14][CH:13]=1)[C:31](=[O:32])[O:33][C:34]([CH3:37])([CH3:35])[CH3:36]. (7) Given the reactants C([N:4]1[C:12]2[C:7](=[CH:8][C:9]([C:13]3[NH:14][C:15]4[N:16]([N:20]=[C:21]([C:23]5[CH:28]=[CH:27][CH:26]=[CH:25][N:24]=5)[N:22]=4)[C:17](=[O:19])[CH:18]=3)=[CH:10][CH:11]=2)[CH:6]=[N:5]1)(=O)C.C(=O)([O-])[O-].[K+].[K+], predict the reaction product. The product is: [NH:4]1[C:12]2[C:7](=[CH:8][C:9]([C:13]3[NH:14][C:15]4[N:16]([N:20]=[C:21]([C:23]5[CH:28]=[CH:27][CH:26]=[CH:25][N:24]=5)[N:22]=4)[C:17](=[O:19])[CH:18]=3)=[CH:10][CH:11]=2)[CH:6]=[N:5]1. (8) Given the reactants O[C:2]1[C:11]2[C:6](=[N:7][CH:8]=[CH:9][CH:10]=2)[N:5]([C:12]2[CH:17]=[CH:16][CH:15]=[CH:14][CH:13]=2)[C:4](=[O:18])[C:3]=1[C:19](=O)[CH2:20][C:21]1[CH:26]=[C:25]([O:27][CH3:28])[CH:24]=[CH:23][C:22]=1[O:29][CH3:30].O.[NH2:33][NH2:34], predict the reaction product. The product is: [CH3:30][O:29][C:22]1[CH:23]=[CH:24][C:25]([O:27][CH3:28])=[CH:26][C:21]=1[CH2:20][C:19]1[C:3]2[C:4](=[O:18])[N:5]([C:12]3[CH:13]=[CH:14][CH:15]=[CH:16][CH:17]=3)[C:6]3[N:7]=[CH:8][CH:9]=[CH:10][C:11]=3[C:2]=2[NH:34][N:33]=1. (9) Given the reactants [CH3:1][C:2]1[N:6]([CH2:7][C:8]2[C:17]3[C:12](=[CH:13][CH:14]=[CH:15][CH:16]=3)[CH:11]=[CH:10][CH:9]=2)[C:5]2[CH:18]=[C:19]([N:25]3[CH2:30][CH2:29][O:28][CH2:27][CH2:26]3)[CH:20]=[C:21]([C:22]([OH:24])=O)[C:4]=2[N:3]=1.C[N:32](C=O)C.C(Cl)(=O)C(Cl)=O, predict the reaction product. The product is: [CH3:1][C:2]1[N:6]([CH2:7][C:8]2[C:17]3[C:12](=[CH:13][CH:14]=[CH:15][CH:16]=3)[CH:11]=[CH:10][CH:9]=2)[C:5]2[CH:18]=[C:19]([N:25]3[CH2:30][CH2:29][O:28][CH2:27][CH2:26]3)[CH:20]=[C:21]([C:22]([NH2:32])=[O:24])[C:4]=2[N:3]=1.